This data is from Forward reaction prediction with 1.9M reactions from USPTO patents (1976-2016). The task is: Predict the product of the given reaction. Given the reactants C(OC([N:8]1[CH2:13][CH2:12][CH:11]([N:14]2[CH:18]=[C:17]([C:19]3[CH:20]=[N:21][C:22]([NH2:36])=[C:23]([C:25]4[N:26]=[CH:27][C:28]5[C:33]([CH:34]=4)=[CH:32][CH:31]=[CH:30][C:29]=5[Cl:35])[CH:24]=3)[CH:16]=[N:15]2)[CH2:10][CH2:9]1)=O)(C)(C)C.O1CCOCC1.[ClH:43], predict the reaction product. The product is: [ClH:35].[ClH:43].[ClH:35].[Cl:35][C:29]1[CH:30]=[CH:31][CH:32]=[C:33]2[C:28]=1[CH:27]=[N:26][C:25]([C:23]1[C:22]([NH2:36])=[N:21][CH:20]=[C:19]([C:17]3[CH:16]=[N:15][N:14]([CH:11]4[CH2:10][CH2:9][NH:8][CH2:13][CH2:12]4)[CH:18]=3)[CH:24]=1)=[CH:34]2.